Dataset: Merck oncology drug combination screen with 23,052 pairs across 39 cell lines. Task: Regression. Given two drug SMILES strings and cell line genomic features, predict the synergy score measuring deviation from expected non-interaction effect. (1) Drug 1: CC1CC2C3CCC4=CC(=O)C=CC4(C)C3(F)C(O)CC2(C)C1(O)C(=O)CO. Drug 2: Cn1c(=O)n(-c2ccc(C(C)(C)C#N)cc2)c2c3cc(-c4cnc5ccccc5c4)ccc3ncc21. Cell line: OVCAR3. Synergy scores: synergy=17.9. (2) Drug 1: CC1(c2nc3c(C(N)=O)cccc3[nH]2)CCCN1. Drug 2: CCC1(O)C(=O)OCc2c1cc1n(c2=O)Cc2cc3c(CN(C)C)c(O)ccc3nc2-1. Cell line: KPL1. Synergy scores: synergy=9.92. (3) Drug 2: Cn1nnc2c(C(N)=O)ncn2c1=O. Synergy scores: synergy=-4.10. Cell line: HT144. Drug 1: Nc1ccn(C2OC(CO)C(O)C2(F)F)c(=O)n1. (4) Drug 1: O=S1(=O)NC2(CN1CC(F)(F)F)C1CCC2Cc2cc(C=CCN3CCC(C(F)(F)F)CC3)ccc2C1. Drug 2: NC1(c2ccc(-c3nc4ccn5c(=O)[nH]nc5c4cc3-c3ccccc3)cc2)CCC1. Cell line: SKMEL30. Synergy scores: synergy=25.4. (5) Drug 1: COC12C(COC(N)=O)C3=C(C(=O)C(C)=C(N)C3=O)N1CC1NC12. Drug 2: C=CCn1c(=O)c2cnc(Nc3ccc(N4CCN(C)CC4)cc3)nc2n1-c1cccc(C(C)(C)O)n1. Cell line: T47D. Synergy scores: synergy=-4.03. (6) Drug 1: O=C(CCCCCCC(=O)Nc1ccccc1)NO. Drug 2: O=C(NOCC(O)CO)c1ccc(F)c(F)c1Nc1ccc(I)cc1F. Cell line: UWB1289BRCA1. Synergy scores: synergy=6.12.